From a dataset of Forward reaction prediction with 1.9M reactions from USPTO patents (1976-2016). Predict the product of the given reaction. (1) Given the reactants [F:1][C:2]1[CH:3]=[C:4]([CH:6]=[CH:7][C:8]=1[F:9])[NH2:5].[CH:10]1[CH:15]=[CH:14][C:13]([O:16][C:17](OC2C=CC=CC=2)=[N:18][C:19]#[N:20])=[CH:12][CH:11]=1, predict the reaction product. The product is: [C:19](/[N:18]=[C:17](\[O:16][C:13]1[CH:14]=[CH:15][CH:10]=[CH:11][CH:12]=1)/[NH:5][C:4]1[CH:6]=[CH:7][C:8]([F:9])=[C:2]([F:1])[CH:3]=1)#[N:20]. (2) Given the reactants [CH3:1][O:2][C:3](=[O:19])[CH2:4][C:5]1[CH:10]=[CH:9][C:8]([C:11]2[CH:16]=[CH:15][CH:14]=[C:13]([CH:17]=O)[CH:12]=2)=[CH:7][CH:6]=1.C(O)(=O)C.[CH2:24]1[C:32]2[C:27](=[CH:28][CH:29]=[CH:30][CH:31]=2)[CH2:26][NH:25]1.C(O[BH-](OC(=O)C)OC(=O)C)(=O)C.[Na+], predict the reaction product. The product is: [CH3:1][O:2][C:3](=[O:19])[CH2:4][C:5]1[CH:10]=[CH:9][C:8]([C:11]2[CH:16]=[CH:15][CH:14]=[C:13]([CH2:17][N:25]3[CH2:26][C:27]4[C:32](=[CH:31][CH:30]=[CH:29][CH:28]=4)[CH2:24]3)[CH:12]=2)=[CH:7][CH:6]=1. (3) The product is: [NH:14]([C:10]1[CH:9]=[C:8]([N:5]2[CH2:6][CH2:7][N:2]([CH3:1])[CH2:3][CH2:4]2)[N:13]=[CH:12][N:11]=1)[NH2:15]. Given the reactants [CH3:1][N:2]1[CH2:7][CH2:6][N:5]([C:8]2[N:13]=[CH:12][N:11]=[C:10]([NH:14][N:15]=C(C3C=CC=CC=3)C3C=CC=CC=3)[CH:9]=2)[CH2:4][CH2:3]1, predict the reaction product. (4) Given the reactants [C:1]([O:5][C:6](=[O:31])[NH:7][C:8]1([C:16]2[CH:25]=[CH:24][C:23]3[C:18](=[CH:19][CH:20]=[C:21]([OH:30])[C:22]=3[C:26]([F:29])([F:28])[F:27])[CH:17]=2)[CH2:13][O:12][C:11]([CH3:15])([CH3:14])[O:10][CH2:9]1)([CH3:4])([CH3:3])[CH3:2].[F:32][C:33]([F:42])([F:41])[CH:34]1[CH2:39][CH2:38][CH:37](O)[CH2:36][CH2:35]1.C1(P(C2C=CC=CC=2)C2C=CC=CC=2)C=CC=CC=1.C1(C)C=CC=CC=1.N(C(OC(C)C)=O)=NC(OC(C)C)=O.CC(OC(/N=N/C(OC(C)C)=O)=O)C, predict the reaction product. The product is: [CH3:14][C:11]1([CH3:15])[O:12][CH2:13][C:8]([NH:7][C:6](=[O:31])[O:5][C:1]([CH3:2])([CH3:3])[CH3:4])([C:16]2[CH:25]=[CH:24][C:23]3[C:18](=[CH:19][CH:20]=[C:21]([O:30][CH:37]4[CH2:38][CH2:39][CH:34]([C:33]([F:42])([F:41])[F:32])[CH2:35][CH2:36]4)[C:22]=3[C:26]([F:27])([F:28])[F:29])[CH:17]=2)[CH2:9][O:10]1. (5) Given the reactants [CH3:1][C:2]([CH3:22])([CH3:21])[C@H:3]([NH:8][C:9]([C@H:11]([CH2:17][CH:18]([CH3:20])[CH3:19])[CH2:12][C:13](OC)=[O:14])=[O:10])[C:4]([NH:6][CH3:7])=[O:5].Cl.[NH2:24][OH:25].[OH-].[K+], predict the reaction product. The product is: [CH3:1][C:2]([CH3:22])([CH3:21])[C@H:3]([NH:8][C:9](=[O:10])[C@H:11]([CH2:17][CH:18]([CH3:20])[CH3:19])[CH2:12][C:13]([NH:24][OH:25])=[O:14])[C:4]([NH:6][CH3:7])=[O:5]. (6) Given the reactants [CH3:1][O:2][C:3](=[O:22])[C:4]1[C:9](Cl)=[CH:8][C:7]([CH3:11])=[N:6][C:5]=1[O:12][C:13]1[C:18]([CH3:19])=[CH:17][C:16]([CH3:20])=[CH:15][C:14]=1[CH3:21].C([CH:25]([NH2:28])[CH2:26]C)C.CN1CC[CH2:32][C:31]1=[O:35], predict the reaction product. The product is: [CH3:1][O:2][C:3](=[O:22])[C:4]1[C:9]([N:28]([CH2:25][CH3:26])[CH2:32][CH2:31][OH:35])=[CH:8][C:7]([CH3:11])=[N:6][C:5]=1[O:12][C:13]1[C:18]([CH3:19])=[CH:17][C:16]([CH3:20])=[CH:15][C:14]=1[CH3:21].